Dataset: NCI-60 drug combinations with 297,098 pairs across 59 cell lines. Task: Regression. Given two drug SMILES strings and cell line genomic features, predict the synergy score measuring deviation from expected non-interaction effect. Drug 1: C1=C(C(=O)NC(=O)N1)N(CCCl)CCCl. Drug 2: C1=CC=C(C=C1)NC(=O)CCCCCCC(=O)NO. Cell line: OVCAR-8. Synergy scores: CSS=43.3, Synergy_ZIP=-10.2, Synergy_Bliss=2.53, Synergy_Loewe=-21.7, Synergy_HSA=6.48.